Dataset: Catalyst prediction with 721,799 reactions and 888 catalyst types from USPTO. Task: Predict which catalyst facilitates the given reaction. (1) Reactant: Cl.FC1C=C(F)C=CC=1NN.[F:12][C:13]1[CH:14]=[C:15]2[C:19](=[C:20]([F:22])[CH:21]=1)[NH:18][CH:17]=[C:16]2[CH2:23][CH2:24][CH2:25][OH:26].O1C=CCCC1.O1CCOCC1. Product: [F:12][C:13]1[CH:14]=[C:15]2[C:19](=[C:20]([F:22])[CH:21]=1)[NH:18][CH:17]=[C:16]2[CH2:23][CH2:24][CH:25]=[O:26]. The catalyst class is: 6. (2) Reactant: [NH2:1][C:2]1[CH:7]=[C:6]([Cl:8])[CH:5]=[CH:4][C:3]=1[SH:9].C(S[C:13]1[CH:19]=CC(F)=C[C:14]=1N)C.IC(C)C. Product: [Cl:8][C:6]1[CH:5]=[CH:4][C:3]([S:9][CH:13]([CH3:19])[CH3:14])=[C:2]([CH:7]=1)[NH2:1]. The catalyst class is: 682. (3) Reactant: [Cl:1][C:2]1[CH:3]=[C:4]2[C:8](=[CH:9][CH:10]=1)[NH:7][CH:6]=[C:5]2[CH2:11][CH2:12][NH:13][C:14](=[O:22])[C:15]1[CH:20]=[CH:19][CH:18]=[CH:17][C:16]=1I.[F:23][C:24]1[CH:29]=[CH:28][C:27](B(O)O)=[CH:26][CH:25]=1.C(=O)([O-])[O-].[Na+].[Na+]. Product: [Cl:1][C:2]1[CH:3]=[C:4]2[C:8](=[CH:9][CH:10]=1)[NH:7][CH:6]=[C:5]2[CH2:11][CH2:12][NH:13][C:14]([C:15]1[C:16]([C:27]2[CH:28]=[CH:29][C:24]([F:23])=[CH:25][CH:26]=2)=[CH:17][CH:18]=[CH:19][CH:20]=1)=[O:22]. The catalyst class is: 437.